From a dataset of Full USPTO retrosynthesis dataset with 1.9M reactions from patents (1976-2016). Predict the reactants needed to synthesize the given product. (1) Given the product [Br:9][C:5]1[CH:4]=[C:3]([O:10][CH2:14][CH:13]([CH2:11][CH3:12])[CH2:16][CH2:17][CH2:18][CH3:19])[C:2]([Br:1])=[CH:7][C:6]=1[O:23][CH2:20][CH:13]([CH2:11][CH3:12])[CH2:16][CH2:17][CH2:18][CH3:19], predict the reactants needed to synthesize it. The reactants are: [Br:1][C:2]1[CH:7]=[C:6](O)[C:5]([Br:9])=[CH:4][C:3]=1[OH:10].[CH2:11]([CH:13]([CH2:16][CH2:17][CH2:18][CH3:19])[CH2:14]Br)[CH3:12].[C:20](=[O:23])([O-])[O-].[K+].[K+].O. (2) Given the product [C:21]([Si:24]([CH3:26])([CH3:25])[O:14][CH2:13][C:10]1[CH:9]=[CH:8][C:7]([C:6]#[C:5][Si:2]([CH3:3])([CH3:4])[CH3:1])=[CH:12][CH:11]=1)([CH3:23])([CH3:22])[CH3:20], predict the reactants needed to synthesize it. The reactants are: [CH3:1][Si:2]([C:5]#[C:6][C:7]1[CH:12]=[CH:11][C:10]([CH2:13][OH:14])=[CH:9][CH:8]=1)([CH3:4])[CH3:3].N1C=CN=C1.[CH3:20][C:21]([Si:24](Cl)([CH3:26])[CH3:25])([CH3:23])[CH3:22].S([O-])([O-])(=O)=O.[Mg+2].